Predict which catalyst facilitates the given reaction. From a dataset of Catalyst prediction with 721,799 reactions and 888 catalyst types from USPTO. (1) Reactant: COC1C=CC(C[NH:8][C:9]2[C:18]3[N:19]([CH3:34])[C:20](=[O:33])[N:21]([C:22]4[CH:27]=[CH:26][C:25]([C:28]([CH3:32])([CH3:31])[C:29]#[N:30])=[CH:24][CH:23]=4)[C:17]=3[C:16]3[CH:15]=[C:14]([C:35]4[CH:36]=[N:37][C:38]5[C:43]([CH:44]=4)=[CH:42][CH:41]=[CH:40][CH:39]=5)[CH:13]=[CH:12][C:11]=3[N:10]=2)=CC=1. Product: [NH2:8][C:9]1[C:18]2[N:19]([CH3:34])[C:20](=[O:33])[N:21]([C:22]3[CH:27]=[CH:26][C:25]([C:28]([CH3:32])([CH3:31])[C:29]#[N:30])=[CH:24][CH:23]=3)[C:17]=2[C:16]2[CH:15]=[C:14]([C:35]3[CH:36]=[N:37][C:38]4[C:43]([CH:44]=3)=[CH:42][CH:41]=[CH:40][CH:39]=4)[CH:13]=[CH:12][C:11]=2[N:10]=1. The catalyst class is: 67. (2) Reactant: [Cl:1][C:2]1[CH:3]=[CH:4][C:5]2[N:11]3[CH:12]=[CH:13][N:14]=[C:10]3[C@@H:9]([CH2:15][CH2:16][N:17]3[CH:21]=[C:20]([C:22](OCC)=[O:23])[CH:19]=[N:18]3)[O:8][C@H:7]([C:27]3[CH:32]=[CH:31][CH:30]=[C:29]([O:33][CH3:34])[C:28]=3[O:35][CH3:36])[C:6]=2[CH:37]=1.[BH4-].[Li+].C(OCC)(=O)C. Product: [Cl:1][C:2]1[CH:3]=[CH:4][C:5]2[N:11]3[CH:12]=[CH:13][N:14]=[C:10]3[C@@H:9]([CH2:15][CH2:16][N:17]3[CH:21]=[C:20]([CH2:22][OH:23])[CH:19]=[N:18]3)[O:8][C@H:7]([C:27]3[CH:32]=[CH:31][CH:30]=[C:29]([O:33][CH3:34])[C:28]=3[O:35][CH3:36])[C:6]=2[CH:37]=1. The catalyst class is: 7. (3) Reactant: [OH:1][CH:2]1[CH2:7][CH2:6][NH:5][CH2:4][CH2:3]1.CC(C)([O-])C.[K+].[Cl:14][C:15]1[CH:20]=[CH:19][C:18](F)=[CH:17][C:16]=1[Cl:22]. Product: [Cl:14][C:15]1[CH:20]=[C:19]([CH:18]=[CH:17][C:16]=1[Cl:22])[O:1][CH:2]1[CH2:7][CH2:6][NH:5][CH2:4][CH2:3]1. The catalyst class is: 56. (4) Reactant: [NH2:1][C:2]1[CH:10]=[C:9]2[C:5]([CH:6]=[N:7][NH:8]2)=[CH:4][CH:3]=1.Cl[CH2:12][C:13]([N:15]1[CH2:20][CH2:19][CH:18]([CH2:21][C:22]2[CH:27]=[CH:26][CH:25]=[CH:24][CH:23]=2)[CH2:17][CH2:16]1)=[O:14]. Product: [CH2:21]([CH:18]1[CH2:17][CH2:16][N:15]([C:13](=[O:14])[CH2:12][NH:1][C:2]2[CH:10]=[C:9]3[C:5]([CH:6]=[N:7][NH:8]3)=[CH:4][CH:3]=2)[CH2:20][CH2:19]1)[C:22]1[CH:27]=[CH:26][CH:25]=[CH:24][CH:23]=1. The catalyst class is: 27.